Dataset: HIV replication inhibition screening data with 41,000+ compounds from the AIDS Antiviral Screen. Task: Binary Classification. Given a drug SMILES string, predict its activity (active/inactive) in a high-throughput screening assay against a specified biological target. (1) The compound is N#CC(C#N)=C1C(C#N)=C(N)NC12OCCO2. The result is 0 (inactive). (2) The result is 0 (inactive). The molecule is Cl.O=c1oc2c3ccc4ccccc4c3n(CCN3CCCCC3)c2c2ccccc12. (3) The molecule is CCP(=O)(OC)C1=CCN(C(=O)OCC[Si](C)(C)C)CC1. The result is 0 (inactive).